From a dataset of NCI-60 drug combinations with 297,098 pairs across 59 cell lines. Regression. Given two drug SMILES strings and cell line genomic features, predict the synergy score measuring deviation from expected non-interaction effect. (1) Synergy scores: CSS=63.5, Synergy_ZIP=-2.17, Synergy_Bliss=-2.58, Synergy_Loewe=-16.0, Synergy_HSA=-0.604. Cell line: OVCAR3. Drug 1: CC1OCC2C(O1)C(C(C(O2)OC3C4COC(=O)C4C(C5=CC6=C(C=C35)OCO6)C7=CC(=C(C(=C7)OC)O)OC)O)O. Drug 2: B(C(CC(C)C)NC(=O)C(CC1=CC=CC=C1)NC(=O)C2=NC=CN=C2)(O)O. (2) Drug 1: C(CN)CNCCSP(=O)(O)O. Drug 2: N.N.Cl[Pt+2]Cl. Cell line: K-562. Synergy scores: CSS=50.4, Synergy_ZIP=-3.68, Synergy_Bliss=-5.27, Synergy_Loewe=20.2, Synergy_HSA=0.997.